This data is from hERG Central: cardiac toxicity at 1µM, 10µM, and general inhibition. The task is: Predict hERG channel inhibition at various concentrations. The molecule is Cc1nn(CCCC(=O)N2CCc3ccccc3C2)c(=O)c2cc3sccc3n12. Results: hERG_inhib (hERG inhibition (general)): blocker.